From a dataset of Catalyst prediction with 721,799 reactions and 888 catalyst types from USPTO. Predict which catalyst facilitates the given reaction. (1) Reactant: [H-].[H-].[H-].[H-].[Li+].[Al+3].C([O:9][C:10](=O)[CH2:11][C:12]1[C:16]2[CH:17]=[CH:18][C:19]([O:21][CH3:22])=[CH:20][C:15]=2[O:14][CH:13]=1)C. Product: [CH3:22][O:21][C:19]1[CH:18]=[CH:17][C:16]2[C:12]([CH2:11][CH2:10][OH:9])=[CH:13][O:14][C:15]=2[CH:20]=1. The catalyst class is: 1. (2) Reactant: [NH:1]1[CH2:5][CH:4]=[CH:3][CH2:2]1.[C:6](ON1C(=O)CCC1=O)([O:8][CH2:9][C:10]1[CH:15]=[CH:14][CH:13]=[CH:12][CH:11]=1)=[O:7]. Product: [N:1]1([C:6]([O:8][CH2:9][C:10]2[CH:15]=[CH:14][CH:13]=[CH:12][CH:11]=2)=[O:7])[CH2:5][CH:4]=[CH:3][CH2:2]1. The catalyst class is: 12. (3) Reactant: [CH:1]1([O:5][C:6]2[C:14]([CH3:15])=[CH:13][C:12]([CH2:16][OH:17])=[CH:11][C:7]=2[C:8]([OH:10])=O)[CH2:4][CH2:3][CH2:2]1.[CH2:18]([O:20][C:21]([C:23]1([NH2:32])[CH2:31][C:30]2[C:25](=[CH:26][CH:27]=[CH:28][CH:29]=2)[CH2:24]1)=[O:22])[CH3:19].CN(C(ON1N=NC2C=CC=NC1=2)=[N+](C)C)C.F[P-](F)(F)(F)(F)F.CCN(C(C)C)C(C)C. Product: [CH2:18]([O:20][C:21]([C:23]1([NH:32][C:8](=[O:10])[C:7]2[CH:11]=[C:12]([CH2:16][OH:17])[CH:13]=[C:14]([CH3:15])[C:6]=2[O:5][CH:1]2[CH2:2][CH2:3][CH2:4]2)[CH2:31][C:30]2[C:25](=[CH:26][CH:27]=[CH:28][CH:29]=2)[CH2:24]1)=[O:22])[CH3:19]. The catalyst class is: 18. (4) Reactant: [Cl:1][C:2]1[CH:7]=[C:6](I)[CH:5]=[C:4]([Cl:9])[N:3]=1.N#N.[Cl:12][C:13]1[CH:18]=[CH:17][CH:16]=[CH:15][C:14]=1B(O)O.C(=O)([O-])[O-].[Na+].[Na+]. Product: [Cl:1][C:2]1[CH:7]=[C:6]([C:14]2[CH:15]=[CH:16][CH:17]=[CH:18][C:13]=2[Cl:12])[CH:5]=[C:4]([Cl:9])[N:3]=1. The catalyst class is: 438. (5) Reactant: [CH2:1]([C:3]1[CH:8]=[C:7]([OH:9])[CH:6]=[CH:5][C:4]=1[C:10]1[N:14]=[C:13]([C:15]2[CH:16]=[CH:17][C:18]([O:23][CH:24]([CH3:26])[CH3:25])=[C:19]([CH:22]=2)[C:20]#[N:21])[O:12][N:11]=1)[CH3:2].C(=O)([O-])[O-].[K+].[K+].[Br:33][CH2:34][CH2:35]Br. Product: [Br:33][CH2:34][CH2:35][O:9][C:7]1[CH:6]=[CH:5][C:4]([C:10]2[N:14]=[C:13]([C:15]3[CH:16]=[CH:17][C:18]([O:23][CH:24]([CH3:25])[CH3:26])=[C:19]([CH:22]=3)[C:20]#[N:21])[O:12][N:11]=2)=[C:3]([CH2:1][CH3:2])[CH:8]=1. The catalyst class is: 42. (6) Reactant: [S:1]1[CH2:6][CH2:5][CH:4]([OH:7])[CH2:3][CH2:2]1.C(N(CC)CC)C.ClCCl.[C:18]1([CH3:28])[CH:23]=[CH:22][C:21]([S:24](Cl)(=[O:26])=[O:25])=[CH:20][CH:19]=1. Product: [S:1]1[CH2:6][CH2:5][CH:4]([O:7][S:24]([C:21]2[CH:22]=[CH:23][C:18]([CH3:28])=[CH:19][CH:20]=2)(=[O:26])=[O:25])[CH2:3][CH2:2]1. The catalyst class is: 777. (7) Reactant: [NH:1]1[C:10]2[C:5](=[CH:6][CH:7]=[C:8]([OH:11])[CH:9]=2)[CH2:4][CH2:3][CH2:2]1.[C:12]([O:16][C:17](O[C:17]([O:16][C:12]([CH3:15])([CH3:14])[CH3:13])=[O:18])=[O:18])([CH3:15])([CH3:14])[CH3:13].C(N(CC)CC)C.C(O)(=O)CC(CC(O)=O)(C(O)=O)O.[OH-].[Na+]. Product: [C:12]([O:16][C:17]([N:1]1[C:10]2[C:5](=[CH:6][CH:7]=[C:8]([OH:11])[CH:9]=2)[CH2:4][CH2:3][CH2:2]1)=[O:18])([CH3:15])([CH3:14])[CH3:13]. The catalyst class is: 4. (8) Reactant: [CH2:1]([O:3][C:4]([C:6]1[N:10]([CH2:11][C:12]2[CH:17]=[CH:16][C:15]([C:18]3[CH:23]=[CH:22][CH:21]=[CH:20][C:19]=3[C:24]3[N:28]([C:29]([C:42]4[CH:47]=[CH:46][CH:45]=[CH:44][CH:43]=4)([C:36]4[CH:41]=[CH:40][CH:39]=[CH:38][CH:37]=4)[C:30]4[CH:35]=[CH:34][CH:33]=[CH:32][CH:31]=4)[N:27]=[N:26][N:25]=3)=[CH:14][CH:13]=2)[C:9]([CH2:48][CH2:49][CH3:50])=[N:8][C:7]=1[CH2:51][S:52][C:53]1[N:58]=[C:57]([NH:59][CH3:60])[C:56]([N+:61]([O-])=O)=[CH:55][CH:54]=1)=[O:5])[CH3:2].CO. Product: [CH2:1]([O:3][C:4]([C:6]1[N:10]([CH2:11][C:12]2[CH:13]=[CH:14][C:15]([C:18]3[CH:23]=[CH:22][CH:21]=[CH:20][C:19]=3[C:24]3[N:28]([C:29]([C:42]4[CH:43]=[CH:44][CH:45]=[CH:46][CH:47]=4)([C:36]4[CH:41]=[CH:40][CH:39]=[CH:38][CH:37]=4)[C:30]4[CH:35]=[CH:34][CH:33]=[CH:32][CH:31]=4)[N:27]=[N:26][N:25]=3)=[CH:16][CH:17]=2)[C:9]([CH2:48][CH2:49][CH3:50])=[N:8][C:7]=1[CH2:51][S:52][C:53]1[N:58]=[C:57]([NH:59][CH3:60])[C:56]([NH2:61])=[CH:55][CH:54]=1)=[O:5])[CH3:2]. The catalyst class is: 7.